From a dataset of Forward reaction prediction with 1.9M reactions from USPTO patents (1976-2016). Predict the product of the given reaction. The product is: [F:1][C:2]1[CH:3]=[C:4]([CH:16]=[CH:17][C:18]=1[N+:19]([O-:21])=[O:20])[O:5][C:6]1[CH:11]=[CH:10][N:9]=[C:8]([C:12]([OH:14])=[O:13])[CH:7]=1. Given the reactants [F:1][C:2]1[CH:3]=[C:4]([CH:16]=[CH:17][C:18]=1[N+:19]([O-:21])=[O:20])[O:5][C:6]1[CH:11]=[CH:10][N:9]=[C:8]([C:12]([O:14]C)=[O:13])[CH:7]=1.O[Li].O, predict the reaction product.